From a dataset of Reaction yield outcomes from USPTO patents with 853,638 reactions. Predict the reaction yield, written as a fraction of the theoretical maximum amount of product (1.0 means a 100% yield; for example, 0.34 means a 34% yield). (1) The reactants are [Si:1]([O:8][C@@H:9]1[C@@:28]2([CH3:29])[C:13](=[CH:14][CH:15]=[C:16]3[C@@H:27]2[CH2:26][CH2:25][C@@:24]2([CH3:30])[C@H:17]3[CH2:18][CH:19]=[C:20]2[C@@H:21]([OH:23])[CH3:22])[CH2:12][C@@H:11]([O:31][Si:32]([C:35]([CH3:38])([CH3:37])[CH3:36])([CH3:34])[CH3:33])[CH2:10]1)([C:4]([CH3:7])([CH3:6])[CH3:5])([CH3:3])[CH3:2].[H-].[Na+].C1OCCOCCOCCOCCOC1.Br[CH2:57]/[CH:58]=[CH:59]\[C:60]([CH2:71][CH3:72])([O:63][Si:64]([CH2:69][CH3:70])([CH2:67][CH3:68])[CH2:65][CH3:66])[CH2:61][CH3:62]. The catalyst is O1CCCC1. The yield is 0.980. The product is [Si:1]([O:8][C@@H:9]1[C@@:28]2([CH3:29])[C:13](=[CH:14][CH:15]=[C:16]3[C@@H:27]2[CH2:26][CH2:25][C@@:24]2([CH3:30])[C@H:17]3[CH2:18][CH:19]=[C:20]2[C@@H:21]([O:23][CH2:57]/[CH:58]=[CH:59]\[C:60]([CH2:71][CH3:72])([O:63][Si:64]([CH2:69][CH3:70])([CH2:65][CH3:66])[CH2:67][CH3:68])[CH2:61][CH3:62])[CH3:22])[CH2:12][C@@H:11]([O:31][Si:32]([C:35]([CH3:37])([CH3:36])[CH3:38])([CH3:33])[CH3:34])[CH2:10]1)([C:4]([CH3:7])([CH3:6])[CH3:5])([CH3:3])[CH3:2]. (2) The reactants are [Br:1][C:2]1[CH:3]=[CH:4][C:5]([O:16][CH2:17][C:18]2[CH:23]=[CH:22][C:21]([N+:24]([O-:26])=[O:25])=[CH:20][CH:19]=2)=[C:6]([C:8]2(Cl)[NH:13][C:12]([NH2:14])=[N:11][CH:10]=[CH:9]2)[CH:7]=1.[Cl:27][C:28]1[CH:33]=[CH:32][C:31]([NH2:34])=[CH:30][CH:29]=1. No catalyst specified. The product is [Br:1][C:2]1[CH:3]=[CH:4][C:5]([O:16][CH2:17][C:18]2[CH:23]=[CH:22][C:21]([N+:24]([O-:26])=[O:25])=[CH:20][CH:19]=2)=[C:6]([C:8]2[N:13]=[C:12]([NH2:14])[N:11]=[C:10]([NH:34][C:31]3[CH:32]=[CH:33][C:28]([Cl:27])=[CH:29][CH:30]=3)[CH:9]=2)[CH:7]=1. The yield is 0.820. (3) The reactants are [O:1]=[C:2]1[NH:11][C:10]2[CH:9]=[C:8]([C:12]([O:14]C)=[O:13])[CH:7]=[CH:6][C:5]=2[N:4]2[CH2:16][CH2:17][CH2:18][CH2:19][CH:3]12.[Li+].[OH-].C1COCC1.O. The catalyst is CO. The product is [O:1]=[C:2]1[NH:11][C:10]2[CH:9]=[C:8]([C:12]([OH:14])=[O:13])[CH:7]=[CH:6][C:5]=2[N:4]2[CH2:16][CH2:17][CH2:18][CH2:19][CH:3]12. The yield is 1.00. (4) The reactants are O=[C:2]1[CH2:7][CH2:6][CH:5]([N:8]2[C:13](=[O:14])[C:12]([CH2:15][C:16]3[CH:21]=[CH:20][C:19]([C:22]4[CH:27]=[CH:26][CH:25]=[CH:24][C:23]=4[C:28]4[NH:32][C:31](=[O:33])[O:30][N:29]=4)=[CH:18][CH:17]=3)=[C:11]([CH2:34][CH2:35][CH3:36])[N:10]3[N:37]=[CH:38][N:39]=[C:9]23)[CH2:4][CH2:3]1.[NH2:40][O:41][CH2:42][C:43]([CH3:46])([OH:45])[CH3:44].N1C=CC=CC=1.Cl. The catalyst is O.C(OCC)(=O)C. The product is [OH:45][C:43]([CH3:46])([CH3:44])[CH2:42][O:41][N:40]=[C:2]1[CH2:3][CH2:4][CH:5]([N:8]2[C:13](=[O:14])[C:12]([CH2:15][C:16]3[CH:17]=[CH:18][C:19]([C:22]4[CH:27]=[CH:26][CH:25]=[CH:24][C:23]=4[C:28]4[NH:32][C:31](=[O:33])[O:30][N:29]=4)=[CH:20][CH:21]=3)=[C:11]([CH2:34][CH2:35][CH3:36])[N:10]3[N:37]=[CH:38][N:39]=[C:9]23)[CH2:6][CH2:7]1. The yield is 0.630.